The task is: Predict the reactants needed to synthesize the given product.. This data is from Full USPTO retrosynthesis dataset with 1.9M reactions from patents (1976-2016). (1) Given the product [CH3:11][C:8]1[CH:7]=[C:3]2[C:2](=[CH:10][CH:9]=1)[NH:1][C:18](=[O:16])[NH:19][C:4]2=[O:5], predict the reactants needed to synthesize it. The reactants are: [NH2:1][C:2]1[CH:10]=[CH:9][C:8]([CH3:11])=[CH:7][C:3]=1[C:4](O)=[O:5].C(O)(=O)C.[O:16]([C:18]#[N:19])[K].[OH-].[Na+].Cl. (2) Given the product [ClH:21].[NH2:13][C@@H:9]([CH2:8][C:5]1[CH:4]=[CH:3][C:2]([Br:1])=[CH:7][CH:6]=1)[CH2:10][CH2:11][OH:12], predict the reactants needed to synthesize it. The reactants are: [Br:1][C:2]1[CH:7]=[CH:6][C:5]([CH2:8][C@H:9]([NH:13]C(=O)OC(C)(C)C)[CH2:10][CH2:11][OH:12])=[CH:4][CH:3]=1.[ClH:21].O1CCOCC1. (3) The reactants are: Cl[C:2]1[N:7]=[C:6]([S:8][C:9]2[CH:10]=[C:11]([NH:15][C:16](=[O:20])/[CH:17]=[CH:18]/[CH3:19])[CH:12]=[CH:13][CH:14]=2)[CH:5]=[CH:4][N:3]=1.[O:21]1[CH2:26][CH2:25][N:24]([C:27]2[CH:33]=[CH:32][C:30]([NH2:31])=[CH:29][CH:28]=2)[CH2:23][CH2:22]1. Given the product [O:21]1[CH2:22][CH2:23][N:24]([C:27]2[CH:28]=[CH:29][C:30]([NH:31][C:2]3[N:7]=[C:6]([S:8][C:9]4[CH:10]=[C:11]([NH:15][C:16](=[O:20])/[CH:17]=[CH:18]/[CH3:19])[CH:12]=[CH:13][CH:14]=4)[CH:5]=[CH:4][N:3]=3)=[CH:32][CH:33]=2)[CH2:25][CH2:26]1, predict the reactants needed to synthesize it. (4) Given the product [C:41]([O:19][C:16]1[CH:15]=[CH:14][CH:13]=[C:12]2[C:17]=1[CH2:18][C@H:9]1[CH2:8][C@@H:7]([O:6][Si:5]([C:1]([CH3:3])([CH3:4])[CH3:2])([CH3:37])[CH3:38])[C@H:20](/[CH:21]=[CH:22]/[C@@H:23]([O:29][Si:30]([C:33]([CH3:36])([CH3:35])[CH3:34])([CH3:32])[CH3:31])[CH2:24][CH2:25][CH2:26][CH2:27][CH3:28])[C@H:10]1[CH2:11]2)(=[O:48])[C:42]1[CH:47]=[CH:46][CH:45]=[CH:44][CH:43]=1, predict the reactants needed to synthesize it. The reactants are: [C:1]([Si:5]([CH3:38])([CH3:37])[O:6][C@H:7]1[C@H:20](/[CH:21]=[CH:22]/[C@@H:23]([O:29][Si:30]([C:33]([CH3:36])([CH3:35])[CH3:34])([CH3:32])[CH3:31])[CH2:24][CH2:25][CH2:26][CH2:27][CH3:28])[C@H:10]2[CH2:11][C:12]3[CH:13]=[CH:14][CH:15]=[C:16]([OH:19])[C:17]=3[CH2:18][C@H:9]2[CH2:8]1)([CH3:4])([CH3:3])[CH3:2].[H-].[Na+].[C:41](Cl)(=[O:48])[C:42]1[CH:47]=[CH:46][CH:45]=[CH:44][CH:43]=1. (5) Given the product [C:17]([O:16][C:14](=[O:15])[NH:13][C:11]1[CH2:12][NH:7][CH2:8][C:9]([C:24]2[CH:29]=[C:28]([NH:30][C:31]([C:33]3[C:38]([CH3:39])=[CH:37][C:36]([Br:40])=[CH:35][N:34]=3)=[O:32])[CH:27]=[CH:26][C:25]=2[F:41])([CH:21]([F:22])[F:23])[N:10]=1)([CH3:20])([CH3:18])[CH3:19], predict the reactants needed to synthesize it. The reactants are: ClC(Cl)(Cl)COC([N:7]1[CH2:12][C:11]([NH:13][C:14]([O:16][C:17]([CH3:20])([CH3:19])[CH3:18])=[O:15])=[N:10][C:9]([C:24]2[CH:29]=[C:28]([NH:30][C:31]([C:33]3[C:38]([CH3:39])=[CH:37][C:36]([Br:40])=[CH:35][N:34]=3)=[O:32])[CH:27]=[CH:26][C:25]=2[F:41])([CH:21]([F:23])[F:22])[CH2:8]1)=O.[NH4+].[Cl-].[NH4+].[OH-]. (6) The reactants are: [B:1]1([C:10]2[CH:15]=[CH:14][C:13]([CH2:16]Br)=[CH:12][CH:11]=2)[O:5][C:4]([CH3:7])([CH3:6])[C:3]([CH3:9])([CH3:8])[O:2]1.[CH3:18][N:19]1[C:23](=[O:24])[CH2:22][NH:21][C:20]1=[O:25].C(=O)([O-])[O-].[K+].[K+].CN(C)C=O. Given the product [CH3:18][N:19]1[C:23](=[O:24])[CH2:22][N:21]([CH2:16][C:13]2[CH:14]=[CH:15][C:10]([B:1]3[O:5][C:4]([CH3:7])([CH3:6])[C:3]([CH3:9])([CH3:8])[O:2]3)=[CH:11][CH:12]=2)[C:20]1=[O:25], predict the reactants needed to synthesize it. (7) Given the product [F:55][C:32]1([F:31])[CH2:33][CH2:34][NH:35][C:36]2[CH:43]=[CH:42][C:41]([F:44])=[CH:40][C:37]=2/[C:38]/1=[CH:17]/[C:18]([O:20][CH3:21])=[O:19], predict the reactants needed to synthesize it. The reactants are: C1(OP([CH2:17][C:18]([OH:20])=[O:19])(OC2C=CC=CC=2)=O)C=CC=CC=1.[CH3:21][Si]([N-][Si](C)(C)C)(C)C.[Na+].[F:31][C:32]1([F:55])[C:38](=O)[C:37]2[CH:40]=[C:41]([F:44])[CH:42]=[CH:43][C:36]=2[N:35](S(C2C=CC(C)=CC=2)(=O)=O)[CH2:34][CH2:33]1.